From a dataset of Reaction yield outcomes from USPTO patents with 853,638 reactions. Predict the reaction yield, written as a fraction of the theoretical maximum amount of product (1.0 means a 100% yield; for example, 0.34 means a 34% yield). The reactants are I[C:2]1[NH:6][C:5]([CH:7]2[CH2:12][CH2:11][O:10][CH2:9][CH2:8]2)=[N:4][CH:3]=1.[CH3:13][C:14]1[CH:23]=[CH:22][C:17]([C:18]([O:20][CH3:21])=[O:19])=[CH:16][C:15]=1B1OC(C)(C)C(C)(C)O1.C(=O)([O-])[O-].[K+].[K+].O. The catalyst is O1CCOCC1.CCOC(C)=O.C1C=CC(P(C2C=CC=CC=2)[C-]2C=CC=C2)=CC=1.C1C=CC(P(C2C=CC=CC=2)[C-]2C=CC=C2)=CC=1.Cl[Pd]Cl.[Fe+2]. The product is [CH3:13][C:14]1[CH:23]=[CH:22][C:17]([C:18]([O:20][CH3:21])=[O:19])=[CH:16][C:15]=1[C:2]1[NH:6][C:5]([CH:7]2[CH2:12][CH2:11][O:10][CH2:9][CH2:8]2)=[N:4][CH:3]=1. The yield is 0.600.